Dataset: Forward reaction prediction with 1.9M reactions from USPTO patents (1976-2016). Task: Predict the product of the given reaction. (1) Given the reactants Cl.[OH:2][C:3]1[C:4](=[O:15])[CH:5]=[C:6]([CH3:14])[N:7]([CH2:9][C:10]([F:13])([F:12])[F:11])[CH:8]=1.[OH-:16].[Na+].[CH2:18]=O, predict the reaction product. The product is: [OH:2][C:3]1[C:4](=[O:15])[CH:5]=[C:6]([CH3:14])[N:7]([CH2:9][C:10]([F:11])([F:12])[F:13])[C:8]=1[CH2:18][OH:16]. (2) Given the reactants [Br:1][C:2]1[CH:3]=[C:4]2[C:9](=[CH:10][CH:11]=1)[CH:8]=[C:7]([C:12]([OH:14])=O)[CH:6]=[CH:5]2.S(Cl)([Cl:17])=O.CN(C=O)C, predict the reaction product. The product is: [Br:1][C:2]1[CH:3]=[C:4]2[C:9](=[CH:10][CH:11]=1)[CH:8]=[C:7]([C:12]([Cl:17])=[O:14])[CH:6]=[CH:5]2. (3) Given the reactants [N:1]1[CH:6]=[CH:5][CH:4]=[CH:3][C:2]=1[C:7]1[O:11][CH:10]=[N:9][CH:8]=1.[Li][CH2:13][CH2:14][CH2:15][CH3:16].[OH:17][C:18]1[CH:23]=[CH:22][C:21]([CH2:24][CH2:25][C:26](Cl)=[O:27])=[CH:20][CH:19]=1.[CH2:29]1[CH2:33]OC[CH2:30]1, predict the reaction product. The product is: [O:27]=[C:26]([C:10]1[O:11][C:7]([C:2]2[CH:3]=[CH:4][CH:5]=[CH:6][N:1]=2)=[CH:8][N:9]=1)[CH2:25][CH2:24][C:21]1[CH:22]=[CH:23][C:18]([O:17][CH2:16][C:15]2[CH:33]=[CH:29][CH:30]=[CH:13][CH:14]=2)=[CH:19][CH:20]=1. (4) Given the reactants [Br:1][C:2]1[S:6][C:5]([C:7]2[S:8][C:9]([C:12]3[S:13][C:14]([Br:22])=[CH:15][C:16]=3[CH2:17][C:18]([O:20]C)=[O:19])=[CH:10][CH:11]=2)=[C:4]([CH2:23][C:24]([O:26]C)=[O:25])[CH:3]=1.[OH-].[Na+].Cl, predict the reaction product. The product is: [Br:22][C:14]1[S:13][C:12]([C:9]2[S:8][C:7]([C:5]3[S:6][C:2]([Br:1])=[CH:3][C:4]=3[CH2:23][C:24]([OH:26])=[O:25])=[CH:11][CH:10]=2)=[C:16]([CH2:17][C:18]([OH:20])=[O:19])[CH:15]=1.